Dataset: Catalyst prediction with 721,799 reactions and 888 catalyst types from USPTO. Task: Predict which catalyst facilitates the given reaction. (1) Reactant: S[C:2]1[NH:3][CH:4]=[C:5]([C@@H:7]([OH:14])[C@H:8]([OH:13])[C@H:9]([OH:12])[CH2:10][OH:11])[N:6]=1.OO.C(=O)([O-])[O-].[Ba+2].S([O-])([O-])=O.[Na+].[Na+]. Product: [NH:3]1[CH:4]=[C:5]([C@@H:7]([OH:14])[C@H:8]([OH:13])[C@H:9]([OH:12])[CH2:10][OH:11])[N:6]=[CH:2]1. The catalyst class is: 6. (2) Reactant: [Cl:1][C:2]1[N:3]=[CH:4][C:5]([C:8]([OH:10])=O)=[N:6][CH:7]=1.C1C=CC2N(O)N=[N:17][C:15]=2C=1.O.CCN=C=NCCCN(C)C.Cl.CN1CCOCC1.CN.CO. Product: [Cl:1][C:2]1[N:3]=[CH:4][C:5]([C:8]([NH:17][CH3:15])=[O:10])=[N:6][CH:7]=1. The catalyst class is: 35. (3) Reactant: [Cl:1][C:2]1[CH:3]=[C:4]2[C:8](=[CH:9][CH:10]=1)[N:7]([CH2:11][C:12]([O:14]C(C)(C)C)=[O:13])[C:6]([CH3:19])=[C:5]2[C:20]1[C:29]2[C:24](=[CH:25][CH:26]=[CH:27][CH:28]=2)[C:23]([OH:30])=[N:22][N:21]=1.C(=O)([O-])[O-].[K+].[K+].[Cl:37][C:38]1[CH:45]=[CH:44][C:41]([CH2:42]Br)=[CH:40][CH:39]=1. Product: [Cl:1][C:2]1[CH:3]=[C:4]2[C:8](=[CH:9][CH:10]=1)[N:7]([CH2:11][C:12]([OH:14])=[O:13])[C:6]([CH3:19])=[C:5]2[C:20]1[C:29]2[C:24](=[CH:25][CH:26]=[CH:27][CH:28]=2)[C:23](=[O:30])[N:22]([CH2:42][C:41]2[CH:44]=[CH:45][C:38]([Cl:37])=[CH:39][CH:40]=2)[N:21]=1. The catalyst class is: 3. (4) Reactant: C[O:2][C:3]([C:5]1[CH:10]=[CH:9][C:8]([C:11]2[CH:16]=[CH:15][CH:14]=[C:13]([S:17]([CH3:20])(=[O:19])=[O:18])[CH:12]=2)=[CH:7][CH:6]=1)=[O:4].[OH-].[Na+]. Product: [CH3:20][S:17]([C:13]1[CH:12]=[C:11]([C:8]2[CH:9]=[CH:10][C:5]([C:3]([OH:4])=[O:2])=[CH:6][CH:7]=2)[CH:16]=[CH:15][CH:14]=1)(=[O:18])=[O:19]. The catalyst class is: 111. (5) Reactant: Cl[C:2]1[CH:7]=[CH:6][N+:5]([O-:8])=[C:4]([CH3:9])[C:3]=1[CH3:10].[OH-].[Na+].[CH2:13]([OH:19])[CH2:14][CH2:15][CH2:16][CH2:17][CH3:18].Cl. Product: [CH2:13]([O:19][C:2]1[CH:7]=[CH:6][N+:5]([O-:8])=[C:4]([CH3:9])[C:3]=1[CH3:10])[CH2:14][CH2:15][CH2:16][CH2:17][CH3:18]. The catalyst class is: 226. (6) Reactant: [OH-].[Li+].[Cl:3][C:4]1[CH:9]=[CH:8][C:7]([C:10]([NH:12][C@@H:13]([CH:18]2[CH2:23][CH2:22][CH2:21][CH2:20][CH2:19]2)[C:14]([O:16]C)=[O:15])=[O:11])=[C:6]([NH:24][C:25]([NH:27][C:28]2[C:33]([Cl:34])=[CH:32][CH:31]=[CH:30][C:29]=2[Cl:35])=[O:26])[CH:5]=1.CO. Product: [Cl:3][C:4]1[CH:9]=[CH:8][C:7]([C:10]([NH:12][C@@H:13]([CH:18]2[CH2:23][CH2:22][CH2:21][CH2:20][CH2:19]2)[C:14]([OH:16])=[O:15])=[O:11])=[C:6]([NH:24][C:25]([NH:27][C:28]2[C:29]([Cl:35])=[CH:30][CH:31]=[CH:32][C:33]=2[Cl:34])=[O:26])[CH:5]=1. The catalyst class is: 90. (7) Reactant: [N:1]1([NH:10][C:11](=[O:19])OC2C=CC=CC=2)[C:9]2[C:4](=[CH:5][CH:6]=[CH:7][CH:8]=2)[CH:3]=[CH:2]1.[NH2:20][N:21]1[CH:26]=[CH:25][CH:24]=[CH:23][NH:22]1.NC(N)=O. The catalyst class is: 11. Product: [N:1]1([NH:10][C:11]([NH:20][N:21]2[CH:26]=[CH:25][CH:24]=[CH:23][NH:22]2)=[O:19])[C:9]2[C:4](=[CH:5][CH:6]=[CH:7][CH:8]=2)[CH:3]=[CH:2]1. (8) Reactant: [CH3:1][Mg]Cl.CON(C)[C:7]([C:9]1[N:10]=[C:11]([N:14]2[CH:18]=[CH:17][N:16]=[CH:15]2)[S:12][CH:13]=1)=[O:8].[NH4+].[Cl-]. Product: [N:14]1([C:11]2[S:12][CH:13]=[C:9]([C:7](=[O:8])[CH3:1])[N:10]=2)[CH:18]=[CH:17][N:16]=[CH:15]1. The catalyst class is: 1. (9) Reactant: [CH3:1][C:2]1[CH:6]=[C:5]([CH2:7][C:8]([OH:10])=O)[O:4][N:3]=1.C1N=CN(C(N2C=NC=C2)=O)C=1.Cl.[CH3:24][O:25][NH:26][CH3:27]. Product: [CH3:24][O:25][N:26]([CH3:27])[C:8](=[O:10])[CH2:7][C:5]1[O:4][N:3]=[C:2]([CH3:1])[CH:6]=1. The catalyst class is: 4. (10) Reactant: [CH2:1]([N:3]1[C:8]2[CH:9]=[CH:10][C:11]([N+:13]([O-])=O)=[CH:12][C:7]=2[O:6][CH:5]([CH:16]([CH3:18])[CH3:17])[C:4]1=[O:19])[CH3:2].[H][H]. Product: [NH2:13][C:11]1[CH:10]=[CH:9][C:8]2[N:3]([CH2:1][CH3:2])[C:4](=[O:19])[CH:5]([CH:16]([CH3:17])[CH3:18])[O:6][C:7]=2[CH:12]=1. The catalyst class is: 19.